From a dataset of Catalyst prediction with 721,799 reactions and 888 catalyst types from USPTO. Predict which catalyst facilitates the given reaction. (1) Reactant: Cl.[CH3:2][O:3][C:4]([C:7]1[N:11]([CH2:12][CH:13]2[CH2:18][CH2:17][O:16][CH2:15][CH2:14]2)[C:10]2[CH:19]=[CH:20][C:21]([NH:23][CH3:24])=[CH:22][C:9]=2[N:8]=1)([CH3:6])[CH3:5].[C:25]([NH:28][C:29]1[CH:34]=[CH:33][C:32]([S:35](Cl)(=[O:37])=[O:36])=[CH:31][CH:30]=1)(=[O:27])[CH3:26]. Product: [CH3:2][O:3][C:4]([C:7]1[N:11]([CH2:12][CH:13]2[CH2:18][CH2:17][O:16][CH2:15][CH2:14]2)[C:10]2[CH:19]=[CH:20][C:21]([N:23]([CH3:24])[S:35]([C:32]3[CH:31]=[CH:30][C:29]([NH:28][C:25](=[O:27])[CH3:26])=[CH:34][CH:33]=3)(=[O:37])=[O:36])=[CH:22][C:9]=2[N:8]=1)([CH3:6])[CH3:5]. The catalyst class is: 649. (2) The catalyst class is: 2. Product: [CH:1]1([CH2:4][N:5]2[C:10](=[O:11])[C:9]([CH2:12][O:13][S:31]([CH3:30])(=[O:33])=[O:32])=[CH:8][C:7]([C:14]3[CH:15]=[CH:16][C:17]4[O:21][CH2:20][CH2:19][C:18]=4[CH:22]=3)=[N:6]2)[CH2:3][CH2:2]1. Reactant: [CH:1]1([CH2:4][N:5]2[C:10](=[O:11])[C:9]([CH2:12][OH:13])=[CH:8][C:7]([C:14]3[CH:15]=[CH:16][C:17]4[O:21][CH2:20][CH2:19][C:18]=4[CH:22]=3)=[N:6]2)[CH2:3][CH2:2]1.C(N(CC)CC)C.[CH3:30][S:31](Cl)(=[O:33])=[O:32].C(=O)([O-])O.[Na+].